This data is from Full USPTO retrosynthesis dataset with 1.9M reactions from patents (1976-2016). The task is: Predict the reactants needed to synthesize the given product. Given the product [N:26]1[C:27]2[C:22](=[CH:21][CH:20]=[CH:19][C:18]=2[O:9][B:8]([C:4]2[CH:5]=[CH:6][CH:7]=[C:2]([Cl:1])[CH:3]=2)[C:10]2[CH:15]=[CH:14][CH:13]=[C:12]([F:16])[CH:11]=2)[CH:23]=[CH:24][CH:25]=1, predict the reactants needed to synthesize it. The reactants are: [Cl:1][C:2]1[CH:3]=[C:4]([B:8]([C:10]2[CH:15]=[CH:14][CH:13]=[C:12]([F:16])[CH:11]=2)[OH:9])[CH:5]=[CH:6][CH:7]=1.O[C:18]1[CH:19]=[CH:20][CH:21]=[C:22]2[C:27]=1[N:26]=[CH:25][CH:24]=[CH:23]2.